This data is from Full USPTO retrosynthesis dataset with 1.9M reactions from patents (1976-2016). The task is: Predict the reactants needed to synthesize the given product. (1) Given the product [C:3]1([CH3:8])[CH:4]=[C:5]([CH3:7])[CH:6]=[C:1]([CH3:16])[C:2]=1[NH:9][CH:10]1[CH2:15][CH2:14][N:13]([CH2:18][CH2:19][C:20]2([CH2:26][C:27]([O:29][CH3:30])=[O:28])[CH2:25][CH2:24][CH2:23][CH2:22][CH2:21]2)[CH2:12][CH2:11]1, predict the reactants needed to synthesize it. The reactants are: [C:1]1([CH3:16])[CH:6]=[C:5]([CH3:7])[CH:4]=[C:3]([CH3:8])[C:2]=1[NH:9][CH:10]1[CH2:15][CH2:14][NH:13][CH2:12][CH2:11]1.Br[CH2:18][CH2:19][C:20]1([CH2:26][C:27]([O:29][CH3:30])=[O:28])[CH2:25][CH2:24][CH2:23][CH2:22][CH2:21]1.C(=O)([O-])[O-].[K+].[K+].C(Cl)(Cl)Cl. (2) Given the product [C:4]1([C:22]2[CH:27]=[CH:26][CH:25]=[CH:24][CH:23]=2)[CH:5]=[CH:6][C:7]([C:10]([NH:12][C:13]2[CH:17]=[CH:16][S:15][C:14]=2[C:18]([OH:20])=[O:19])=[O:11])=[CH:8][CH:9]=1, predict the reactants needed to synthesize it. The reactants are: O[Li].O.[C:4]1([C:22]2[CH:27]=[CH:26][CH:25]=[CH:24][CH:23]=2)[CH:9]=[CH:8][C:7]([C:10]([NH:12][C:13]2[CH:17]=[CH:16][S:15][C:14]=2[C:18]([O:20]C)=[O:19])=[O:11])=[CH:6][CH:5]=1. (3) Given the product [F:14][C:15]1[CH:20]=[CH:19][C:18]([C:21]2[C:22]([I:6])=[C:23]3[CH2:28][CH2:27][CH:26]([CH3:29])[N:24]3[N:25]=2)=[CH:17][CH:16]=1, predict the reactants needed to synthesize it. The reactants are: C([O-])(O)=O.[Na+].[I:6]N1C(=O)CCC1=O.[F:14][C:15]1[CH:20]=[CH:19][C:18]([C:21]2[C:22](C(O)=O)=[C:23]3[CH2:28][CH2:27][CH:26]([CH3:29])[N:24]3[N:25]=2)=[CH:17][CH:16]=1.O. (4) Given the product [CH3:1][N:2]1[CH2:7][CH2:6][CH:5]([C:8]2[C:16]3[C:11](=[CH:12][CH:13]=[C:14]([O:17][S:32]([C:29]4[CH:30]=[CH:31][C:26]([F:25])=[CH:27][CH:28]=4)(=[O:34])=[O:33])[CH:15]=3)[NH:10][CH:9]=2)[CH2:4][CH2:3]1, predict the reactants needed to synthesize it. The reactants are: [CH3:1][N:2]1[CH2:7][CH2:6][CH:5]([C:8]2[C:16]3[C:11](=[CH:12][CH:13]=[C:14]([OH:17])[CH:15]=3)[NH:10][CH:9]=2)[CH2:4][CH2:3]1.C(N(CC)CC)C.[F:25][C:26]1[CH:31]=[CH:30][C:29]([S:32](Cl)(=[O:34])=[O:33])=[CH:28][CH:27]=1.